The task is: Regression. Given a peptide amino acid sequence and an MHC pseudo amino acid sequence, predict their binding affinity value. This is MHC class I binding data.. This data is from Peptide-MHC class I binding affinity with 185,985 pairs from IEDB/IMGT. (1) The peptide sequence is RMYSPVSIL. The MHC is HLA-C07:01 with pseudo-sequence HLA-C07:01. The binding affinity (normalized) is 0.257. (2) The peptide sequence is AFKKFPSGM. The MHC is H-2-Kd with pseudo-sequence H-2-Kd. The binding affinity (normalized) is 0.455. (3) The peptide sequence is VVLQQHSIAY. The MHC is HLA-A01:01 with pseudo-sequence HLA-A01:01. The binding affinity (normalized) is 0.0269. (4) The peptide sequence is RLKSAVCYK. The MHC is HLA-A30:01 with pseudo-sequence HLA-A30:01. The binding affinity (normalized) is 1.00. (5) The peptide sequence is CQCTVQEFI. The MHC is HLA-A02:01 with pseudo-sequence HLA-A02:01. The binding affinity (normalized) is 0.289. (6) The peptide sequence is KEHVIQNAF. The MHC is HLA-A03:01 with pseudo-sequence HLA-A03:01. The binding affinity (normalized) is 0. (7) The peptide sequence is GYSNWKAHV. The MHC is H-2-Kd with pseudo-sequence H-2-Kd. The binding affinity (normalized) is 0.